This data is from Reaction yield outcomes from USPTO patents with 853,638 reactions. The task is: Predict the reaction yield, written as a fraction of the theoretical maximum amount of product (1.0 means a 100% yield; for example, 0.34 means a 34% yield). (1) The reactants are [N+:1]([C:4]1[CH:31]=[CH:30][C:7]([C:8]([N:10]2[CH2:16][C@H:15]([NH:17][C:18](=[O:24])[O:19][C:20]([CH3:23])([CH3:22])[CH3:21])[C:14](=[O:25])[NH:13][C:12]3[CH:26]=[CH:27][CH:28]=[CH:29][C:11]2=3)=[O:9])=[CH:6][CH:5]=1)([O-:3])=[O:2].Cl[CH2:33][C:34]1[C:43]2[C:38](=[CH:39][CH:40]=[CH:41][CH:42]=2)[CH:37]=[CH:36][C:35]=1[O:44][CH3:45].C([O-])([O-])=O.[Cs+].[Cs+].[Na+].[I-]. The catalyst is CN(C=O)C.O. The product is [CH3:45][O:44][C:35]1[CH:36]=[CH:37][C:38]2[C:43](=[CH:42][CH:41]=[CH:40][CH:39]=2)[C:34]=1[CH2:33][N:13]1[C:14](=[O:25])[C@@H:15]([NH:17][C:18](=[O:24])[O:19][C:20]([CH3:23])([CH3:22])[CH3:21])[CH2:16][N:10]([C:8](=[O:9])[C:7]2[CH:6]=[CH:5][C:4]([N+:1]([O-:3])=[O:2])=[CH:31][CH:30]=2)[C:11]2[CH:29]=[CH:28][CH:27]=[CH:26][C:12]1=2. The yield is 1.00. (2) The reactants are [Cl:1][C:2]1[C:9]([CH2:10][CH2:11][CH3:12])=[C:8](F)[CH:7]=[CH:6][C:3]=1[C:4]#[N:5].[NH2:14][C@@H:15]([C:19]([OH:21])=[O:20])[C@H:16]([CH3:18])[OH:17].C([O-])([O-])=O.[K+].[K+]. The catalyst is CS(C)=O. The product is [Cl:1][C:2]1[C:9]([CH2:10][CH2:11][CH3:12])=[C:8]([NH:14][C@H:15]([C@@H:16]([OH:17])[CH3:18])[C:19]([OH:21])=[O:20])[CH:7]=[CH:6][C:3]=1[C:4]#[N:5]. The yield is 0.130. (3) The reactants are [H-].[Na+].[F:3][C:4]([F:44])([F:43])[C:5]1[CH:6]=[C:7]([CH:36]=[C:37]([C:39]([F:42])([F:41])[F:40])[CH:38]=1)[CH2:8][N:9]([C:31]1[N:32]=[N:33][NH:34][N:35]=1)[C@@H:10]1[C:19]2[C:14](=[CH:15][CH:16]=[C:17]([C:20]([F:23])([F:22])[F:21])[CH:18]=2)[N:13]([C:24]([O:26][CH2:27][CH3:28])=[O:25])[C@H:12]([CH2:29][CH3:30])[CH2:11]1.Br[CH2:46][CH2:47][CH3:48]. The catalyst is CN(C=O)C. The product is [F:40][C:39]([F:42])([F:41])[C:37]1[CH:36]=[C:7]([CH:6]=[C:5]([C:4]([F:43])([F:3])[F:44])[CH:38]=1)[CH2:8][N:9]([C:31]1[N:32]=[N:33][N:34]([CH2:46][CH2:47][CH3:48])[N:35]=1)[C@@H:10]1[C:19]2[C:14](=[CH:15][CH:16]=[C:17]([C:20]([F:21])([F:22])[F:23])[CH:18]=2)[N:13]([C:24]([O:26][CH2:27][CH3:28])=[O:25])[C@H:12]([CH2:29][CH3:30])[CH2:11]1. The yield is 0.450.